From a dataset of Full USPTO retrosynthesis dataset with 1.9M reactions from patents (1976-2016). Predict the reactants needed to synthesize the given product. Given the product [CH3:12][O:11][C:8]1[CH:7]=[C:3]2[C:2](=[CH:10][CH:9]=1)[N:1]=[C:21]([C:20]1[CH:23]=[CH:24][C:17]([O:16][CH:15]3[CH2:31][CH2:30][N:29]([CH:39]4[CH2:42][CH2:41][CH2:40]4)[CH2:28][CH2:27]3)=[CH:18][CH:19]=1)[N:14]([CH3:13])[C:4]2=[O:6], predict the reactants needed to synthesize it. The reactants are: [NH2:1][C:2]1[CH:10]=[CH:9][C:8]([O:11][CH3:12])=[CH:7][C:3]=1[C:4]([OH:6])=O.[CH3:13][NH2:14].[CH3:15][O:16][C:17]1[CH:24]=[CH:23][C:20]([CH:21]=O)=[CH:19][CH:18]=1.OC1[CH2:31][CH2:30][N:29](C(OC(C)(C)C)=O)[CH2:28][CH2:27]1.[C:39]1(=O)[CH2:42][CH2:41][CH2:40]1.